Task: Binary Classification. Given a drug SMILES string, predict its activity (active/inactive) in a high-throughput screening assay against a specified biological target.. Dataset: Cav3 T-type calcium channel HTS with 100,875 compounds The compound is o1c(c2ccccc2)cc(c1NC(=O)c1ccc(cc1)C)C#N. The result is 0 (inactive).